Dataset: Catalyst prediction with 721,799 reactions and 888 catalyst types from USPTO. Task: Predict which catalyst facilitates the given reaction. (1) Reactant: [CH3:1][O:2][C:3]1[CH:4]=[C:5]([CH:22]=[CH:23][CH:24]=1)[CH2:6][N:7]([CH3:21])[CH2:8][C:9]([C:11]1[CH:20]=[CH:19][C:18]2[C:13](=[CH:14][CH:15]=[CH:16][CH:17]=2)[CH:12]=1)=[O:10].[BH4-].[Na+]. Product: [CH3:1][O:2][C:3]1[CH:4]=[C:5]([CH:22]=[CH:23][CH:24]=1)[CH2:6][N:7]([CH3:21])[CH2:8][CH:9]([C:11]1[CH:20]=[CH:19][C:18]2[C:13](=[CH:14][CH:15]=[CH:16][CH:17]=2)[CH:12]=1)[OH:10]. The catalyst class is: 5. (2) Reactant: [OH:1][CH2:2][CH2:3][C:4]1[CH:11]=[CH:10][C:7]([CH:8]=[O:9])=[CH:6][CH:5]=1.[Cl:12][C:13]1[CH:18]=[C:17]([O:19][CH2:20][CH:21]=[C:22]([Cl:24])[Cl:23])[CH:16]=[C:15]([Cl:25])[C:14]=1O.C1(P(C2C=CC=CC=2)C2C=CC=CC=2)C=CC=CC=1.N(C(OC(C)C)=O)=NC(OC(C)C)=O. Product: [Cl:12][C:13]1[CH:18]=[C:17]([O:19][CH2:20][CH:21]=[C:22]([Cl:23])[Cl:24])[CH:16]=[C:15]([Cl:25])[C:14]=1[O:1][CH2:2][CH2:3][C:4]1[CH:11]=[CH:10][C:7]([CH:8]=[O:9])=[CH:6][CH:5]=1. The catalyst class is: 7. (3) Reactant: [ClH:1].O1CCOCC1.[F:8][CH:9]([F:38])[N:10]1[N:26]=[CH:25][C:24]2[NH:23][C:22](=[O:27])[C@@H:21]([CH3:28])[CH2:20][CH2:19][CH2:18][C@H:17]([NH:29]C(=O)OC(C)(C)C)[C:16]3[CH:37]=[C:12]([CH:13]=[CH:14][N:15]=3)[C:11]1=2. Product: [ClH:1].[ClH:1].[NH2:29][C@@H:17]1[C:16]2[CH:37]=[C:12]([CH:13]=[CH:14][N:15]=2)[C:11]2[N:10]([CH:9]([F:8])[F:38])[N:26]=[CH:25][C:24]=2[NH:23][C:22](=[O:27])[C@@H:21]([CH3:28])[CH2:20][CH2:19][CH2:18]1. The catalyst class is: 5.